The task is: Predict which catalyst facilitates the given reaction.. This data is from Catalyst prediction with 721,799 reactions and 888 catalyst types from USPTO. (1) Reactant: Cl.Cl.[NH2:3][C@@H:4]1[CH2:6][C@H:5]1[C:7]1[CH:8]=[C:9]([CH:25]=[CH:26][CH:27]=1)[C:10]([NH:12][C:13]1[CH:18]=[CH:17][C:16]([C:19]2[N:24]=[CH:23][CH:22]=[CH:21][N:20]=2)=[CH:15][CH:14]=1)=[O:11].C(=O)([O-])O.[Na+].[CH:33]1([CH:36]=O)[CH2:35][CH2:34]1.[BH4-].[Na+].[C:48](O[C:48]([O:50][C:51]([CH3:54])([CH3:53])[CH3:52])=[O:49])([O:50][C:51]([CH3:54])([CH3:53])[CH3:52])=[O:49]. Product: [CH:33]1([CH2:36][N:3]([C@@H:4]2[CH2:6][C@H:5]2[C:7]2[CH:27]=[CH:26][CH:25]=[C:9]([C:10](=[O:11])[NH:12][C:13]3[CH:14]=[CH:15][C:16]([C:19]4[N:20]=[CH:21][CH:22]=[CH:23][N:24]=4)=[CH:17][CH:18]=3)[CH:8]=2)[C:48](=[O:49])[O:50][C:51]([CH3:52])([CH3:53])[CH3:54])[CH2:35][CH2:34]1. The catalyst class is: 87. (2) Reactant: [C:1]([O:10]C)(=O)[C:2]1[C:3](=[CH:5][CH:6]=[CH:7][CH:8]=1)[SH:4].[C:12]([C:14]1[CH:19]=[CH:18][CH:17]=[C:16]([Cl:20])[N:15]=1)#[N:13].C(N(CC)CC)C. Product: [Cl:20][C:16]1[N:15]=[C:14]([C:12]2[S:4][C:3]3[CH:5]=[CH:6][CH:7]=[CH:8][C:2]=3[C:1](=[O:10])[N:13]=2)[CH:19]=[CH:18][CH:17]=1. The catalyst class is: 11. (3) Reactant: [NH2:1][C:2]1[CH:3]=[CH:4][C:5]([N:9]2[CH2:14][CH2:13][CH2:12][C@@H:11]([C:15]([N:17]3[CH2:21][CH2:20][CH2:19][CH2:18]3)=[O:16])[CH2:10]2)=[N:6][C:7]=1[NH2:8].[CH3:22][N:23]1[C:27]([C:28]2([C:31](=N)OCC)[CH2:30][CH2:29]2)=[N:26][CH:25]=[N:24]1.[S].C(O)(=O)C. Product: [CH3:22][N:23]1[C:27]([C:28]2([C:31]3[NH:8][C:7]4=[N:6][C:5]([N:9]5[CH2:14][CH2:13][CH2:12][C@@H:11]([C:15]([N:17]6[CH2:21][CH2:20][CH2:19][CH2:18]6)=[O:16])[CH2:10]5)=[CH:4][CH:3]=[C:2]4[N:1]=3)[CH2:30][CH2:29]2)=[N:26][CH:25]=[N:24]1. The catalyst class is: 8. (4) Reactant: FF.C([O:6]CC=C)C=C.[F:10][C:11]([C:14]([C:17](C(C(C([O-])=O)(F)F)(F)F)([F:19])[F:18])([F:16])[F:15])([F:13])[F:12].[NH4+].[F:30][C:31]([F:38])(F)[C:32]([F:36])=C(F)F.S(OOS([O-])(=O)=O)([O-])(=O)=O.[NH4+].[NH4+]. Product: [F:10][C:11]([F:13])([F:12])[C:14]([F:15])=[C:17]([F:19])[F:18].[C:32]([F:36])([O:6][C:17]([F:18])([F:19])[C:14]([F:15])([F:16])[C:11]([F:10])([F:12])[F:13])=[C:31]([F:38])[F:30]. The catalyst class is: 6. (5) The catalyst class is: 4. Product: [F:26][C:23]1[CH:22]=[N:21][C:20]([C:17]2[CH:18]=[CH:19][C:14]([C:11]3[CH2:12][CH2:13][NH:8][CH2:9][CH:10]=3)=[CH:15][C:16]=2[F:27])=[N:25][CH:24]=1. Reactant: C(OC([N:8]1[CH2:13][CH:12]=[C:11]([C:14]2[CH:19]=[CH:18][C:17]([C:20]3[N:25]=[CH:24][C:23]([F:26])=[CH:22][N:21]=3)=[C:16]([F:27])[CH:15]=2)[CH2:10][CH2:9]1)=O)(C)(C)C.FC(F)(F)C(O)=O.